Dataset: Forward reaction prediction with 1.9M reactions from USPTO patents (1976-2016). Task: Predict the product of the given reaction. Given the reactants N1C=CN2C=1C(C(N)=O)=NC=C2.[F:13][C:14]1[CH:19]=[C:18]([F:20])[CH:17]=[CH:16][C:15]=1[CH2:21][NH:22][C:23]([C:25]1[C:26](=[O:50])[C:27]([O:42]CC2C=CC=CC=2)=[C:28]2[C:33](=[O:34])[N:32]3[CH2:35][C@H:36]4[CH2:40][CH2:39][CH2:38][N:37]4[C@@H:31]3[CH2:30][N:29]2[CH:41]=1)=[O:24].[OH-].[NH4+], predict the reaction product. The product is: [F:13][C:14]1[CH:19]=[C:18]([F:20])[CH:17]=[CH:16][C:15]=1[CH2:21][NH:22][C:23]([C:25]1[C:26](=[O:50])[C:27]([OH:42])=[C:28]2[C:33](=[O:34])[N:32]3[CH2:35][C@H:36]4[CH2:40][CH2:39][CH2:38][N:37]4[C@@H:31]3[CH2:30][N:29]2[CH:41]=1)=[O:24].